Dataset: Experimentally validated miRNA-target interactions with 360,000+ pairs, plus equal number of negative samples. Task: Binary Classification. Given a miRNA mature sequence and a target amino acid sequence, predict their likelihood of interaction. (1) The miRNA is hsa-miR-302a-3p with sequence UAAGUGCUUCCAUGUUUUGGUGA. The protein sequence of the target gene is MSTRYHQAASDSYLELLKEATKRDLNLSDEDGMTPTLLAAYHGNLEALEIICSRGGDPDRCDIWGNTPLHFAASNGHAHCVSFLVNFGANIFALDNDLQTPLDAAASREQNECVALLDKAATAQNIMNPKKVTRLKEQAQKNARRQIKECERLQEKHQNKMAHTYSKEESGTLSSSKGTFSRSSPSNASAPGTFGSLSKGIKDTFKIKFKKNKDTAEQVGKEGRSGQRNVMEVFREEEEDSFSGDFKEKLQLSAEEDGSVHHESILNRPGLGSIVFRRNRISSPEDISDSKREFGFKLPS.... Result: 1 (interaction). (2) The miRNA is hsa-miR-548ah-3p with sequence CAAAAACUGCAGUUACUUUUGC. The protein sequence of the target gene is MDAIHIGMSSTPLVKHTAGAGLKANRPRVMSKSGHSNVRIDKVDGIYLLYLQDLWTTVIDMKWRYKLTLFAATFVMTWFLFGVIYYAIAFIHGDLEPGEPISNHTPCIMKVDSLTGAFLFSLESQTTIGYGVRSITEECPHAIFLLVAQLVITTLIEIFITGTFLAKIARPKKRAETIKFSHCAVITKQNGKLCLVIQVANMRKSLLIQCQLSGKLLQTHVTKEGERILLNQATVKFHVDSSSESPFLILPMTFYHVLDETSPLRDLTPQNLKEKEFELVVLLNATVESTSAVCQSRTSY.... Result: 1 (interaction). (3) The miRNA is hsa-miR-6813-3p with sequence AACCUUGGCCCCUCUCCCCAG. The protein sequence of the target gene is MQDPNADTEWNDILRKKGILPPKESLKELEEEEAEKEEQLLQQSVVKTYEDMTLEELEENEDEFSEEDERAIEMYRQQRLAEWKATQLKNKFGEVLEISGKDYVQEVTKAGEGLWVILHLYKQGIPLCSLINHHLSGLARKFPDVKFIKAISTTCIPNYPDRNLPTVFVYREGDIKAQFIGPLVFGGMNLTIDELEWKLSESGAIKTALEENPKKPIQDLLLSSVRGPVPMRRDSDSEDD. Result: 0 (no interaction). (4) The miRNA is hsa-miR-6847-5p with sequence ACAGAGGACAGUGGAGUGUGAGC. The protein sequence of the target gene is MARGYGATVSLVLLGLGLALAVIVLAVVLSRHQAPCGPQAFAHAAVAADSKVCSDIGRAILQQQGSPVDATIAALVCTSVVNPQSMGLGGGVIFTIYNVTTGKVEVINARETVPASHAPSLLDQCAQALPLGTGAQWIGVPGELRGYAEAHRRHGRLPWAQLFQPTIALLRGGHVVAPVLSRFLHNSILRPSLQASTLRQLFFNGTEPLRPQDPLPWPALATTLETVATEGVEVFYTGRLGQMLVEDIAKEGSQLTLQDLAKFQPEVVDALEVPLGDYTLYSPPPPAGGAILSFILNVLR.... Result: 0 (no interaction). (5) The miRNA is hsa-miR-4671-3p with sequence UUAGUGCAUAGUCUUUGGUCU. The protein sequence of the target gene is MSRRSQRLTRYSQGDDDGSSSSGGSSVAGSQSTLFKDSPLRTLKRKSSNMKRLSPAPQLGPSSDAHTSYYSESLVHESWFPPRSSLEELHGDANWGEDLRVRRRRGTGGSESSRASGLVGRKATEDFLGSSSGYSSEDDYVGYSDVDQQSSSSRLRSAVSRAGSLLWMVATSPGRLFRLLYWWAGTTWYRLTTAASLLDVFVLTRRFSSLKTFLWFLLPLLLLTCLTYGAWYFYPYGLQTFHPALVSWWAAKDSRRPDEGWEARDSSPHFQAEQRVMSRVHSLERRLEALAAEFSSNWQK.... Result: 1 (interaction). (6) The miRNA is hsa-miR-147a with sequence GUGUGUGGAAAUGCUUCUGC. The protein sequence of the target gene is MSEFWLISAPGDKENLQALERMNTVTSKSNLSYNTKFAIPDFKVGTLDSLVGLSDELGKLDTFAESLIRRMAQSVVEVMEDSKGKVQEHLLANGVDLTSFVTHFEWDMAKYPVKQPLVSVVDTIAKQLAQIEMDLKSRTAAYNTLKTNLENLEKKSMGNLFTRTLSDIVSKEDFVLDSEYLVTLLVIVPKPNYSQWQKTYESLSDMVVPRSTKLITEDKEGGLFTVTLFRKVIEDFKTKAKENKFTVREFYYDEKEIEREREEMARLLSDKKQQYQTSCVALKKGSSTFPDHKVKVTPLG.... Result: 0 (no interaction). (7) The miRNA is gga-let-7a-5p with sequence UGAGGUAGUAGGUUGUAUAGUU. The protein sequence of the target gene is MVEADRPGKLFIGGLNTETNEKALEAVFGKYGRIVEVLLMKDRETNKSRGFAFVTFESPADAKDAARDMNGKSLDGKAIKVEQATKPSFESGRRGPPPPPRSRGPPRGLRGGRGGSGGTRGPPSRGGHMDDGGYSMNFNMSSSRGPLPVKRGPPPRSGGPPPKRSAPSGPVRSSSGMGGRAPVSRGRDSYGGPPRREPLPSRRDVYLSPRDDGYSTKDSYSSRDYPSSRDTRDYAPPPRDYTYRDYGHSSSRDDYPSRGYSDRDGYGRDRDYSDHPSGGSYRDSYESYGNSRSAPPTRGP.... Result: 0 (no interaction). (8) The miRNA is hsa-miR-4313 with sequence AGCCCCCUGGCCCCAAACCC. The protein sequence of the target gene is MVKYFLGQSVLRSSWDQVFAAFWQRYPNPYSKHVLTEDIVHREVTPDQKLLSRRLLTKTNRMPRWAERLFPANVAHSVYVLEDSIVDPQNQTMTTFTWNINHARLMVVEERCVYCVNSDNSGWTEIRREAWVSSSLFGVSRAVQEFGLARFKSNVTKTMKGFEYILAKLQGEAPSKTLVETAKEAKEKAKETALAATEKAKDLASKAATKKQQQQQQFV. Result: 0 (no interaction). (9) The miRNA is hsa-miR-411-3p with sequence UAUGUAACACGGUCCACUAACC. The protein sequence of the target gene is MALERLCSVLKVLLITVLVVEGIAVAQKTQDGQNIGIKHIPATQCGIWVRTSNGGHFASPNYPDSYPPNKECIYILEAAPRQRIELTFDEHYYIEPSFECRFDHLEVRDGPFGFSPLIDRYCGVKSPPLIRSTGRFMWIKFSSDEELEGLGFRAKYSFIPDPDFTYLGGILNPIPDCQFELSGADGIVRSSQVEQEEKTKPGQAVDCIWTIKATPKAKIYLRFLDYQMEHSNECKRNFVAVYDGSSSIENLKAKFCSTVANDVMLKTGIGVIRMWADEGSRLSRFRMLFTSFVEPPCTSS.... Result: 1 (interaction). (10) Result: 0 (no interaction). The protein sequence of the target gene is MAATAGGGPGAAAGAVGAGGAAAASGLAVYRRKDGGPASKFWESPDTVSQLDSVRVWLGKHYKKYVHADAPTNKTLAGLVVQLLQFQEDAFGKHVTNPAFTKLPAKCFMDFKAGGTLCHILGAAYKYKNEQGWRRFDLQNPSRMDRNVEMFMNIEKTLVQNNCLTRPNIYLIPDIDLKLANKLKDIIKRHQGTFTDEKSKASHHIYPYPSSQEDEEWLRPVMRRDKQVLVHWGFYPDSYDTWVHSNDVDAEIEDAPIPEKPWKVHVKWILDTDVFNEWMNEEDYEVDENRKPVSFRQRIS.... The miRNA is hsa-miR-489-5p with sequence GGUCGUAUGUGUGACGCCAUUU.